The task is: Predict the reactants needed to synthesize the given product.. This data is from Full USPTO retrosynthesis dataset with 1.9M reactions from patents (1976-2016). (1) Given the product [Cl:22][C:5]1[C:6]([NH:8][C:9]2[CH:14]=[CH:13][C:12]([O:15][CH3:16])=[CH:11][C:10]=2[N:17]2[CH:21]=[CH:20][CH:19]=[N:18]2)=[N:7][C:2]([NH:40][C:37]2[CH:38]=[CH:39][C:32]3[CH2:31][CH2:30][CH:29]([N:23]4[CH2:28][CH2:27][O:26][CH2:25][CH2:24]4)[CH2:35][CH2:34][C:33]=3[CH:36]=2)=[N:3][CH:4]=1, predict the reactants needed to synthesize it. The reactants are: Cl[C:2]1[N:7]=[C:6]([NH:8][C:9]2[CH:14]=[CH:13][C:12]([O:15][CH3:16])=[CH:11][C:10]=2[N:17]2[CH:21]=[CH:20][CH:19]=[N:18]2)[C:5]([Cl:22])=[CH:4][N:3]=1.[N:23]1([CH:29]2[CH2:35][CH2:34][C:33]3[CH:36]=[C:37]([NH2:40])[CH:38]=[CH:39][C:32]=3[CH2:31][CH2:30]2)[CH2:28][CH2:27][O:26][CH2:25][CH2:24]1. (2) Given the product [F:20][C:17]([F:18])([F:19])[C:14]1[CH:15]=[CH:16][C:11]2[O:10][CH2:9][CH:8]([NH2:7])[C:12]=2[CH:13]=1, predict the reactants needed to synthesize it. The reactants are: CC(S([NH:7][CH:8]1[C:12]2[CH:13]=[C:14]([C:17]([F:20])([F:19])[F:18])[CH:15]=[CH:16][C:11]=2[O:10][CH2:9]1)=O)(C)C.CC([O-])(C)C.[K+].OC1C=CC(C(F)(F)F)=CC=1/C=N/S(C(C)(C)C)=O.[I-].C[S+](C)(C)=O. (3) Given the product [Cl:18][C:15]([F:17])([F:16])[O:14][C:11]1[CH:12]=[CH:13][C:8]([NH:7][C:5](=[O:6])[C:4]2[CH:19]=[CH:20][C:21]([N:22]3[CH2:26][C@H:25]([OH:27])[C@@H:24]([OH:28])[CH2:23]3)=[C:2]([C:33]3[CH:34]=[N:29][CH:30]=[N:31][CH:32]=3)[CH:3]=2)=[CH:9][CH:10]=1, predict the reactants needed to synthesize it. The reactants are: Br[C:2]1[CH:3]=[C:4]([CH:19]=[CH:20][C:21]=1[N:22]1[CH2:26][C@H:25]([OH:27])[C@@H:24]([OH:28])[CH2:23]1)[C:5]([NH:7][C:8]1[CH:13]=[CH:12][C:11]([O:14][C:15]([Cl:18])([F:17])[F:16])=[CH:10][CH:9]=1)=[O:6].[N:29]1[CH:34]=[C:33](B(O)O)[CH:32]=[N:31][CH:30]=1.C([O-])([O-])=O.[Na+].[Na+].COCCOC. (4) Given the product [CH3:1][O:2][CH2:3][O:4][C:5]1[C:6]([O:12][CH2:20][CH2:21][OH:22])=[CH:7][C:8]([CH3:11])=[N:9][CH:10]=1, predict the reactants needed to synthesize it. The reactants are: [CH3:1][O:2][CH2:3][O:4][C:5]1[C:6](=[O:12])[CH:7]=[C:8]([CH3:11])[NH:9][CH:10]=1.C(=O)([O-])[O-].[K+].[K+].Br[CH2:20][CH2:21][OH:22]. (5) Given the product [F:34][C@H:32]1[CH2:31][N:30]([S:35]([C:38]2[CH:39]=[CH:40][C:41]([F:44])=[CH:42][CH:43]=2)(=[O:36])=[O:37])[C@H:29]([C:27]([NH:26][CH2:25][C:23]2[CH:22]=[CH:21][N:20]=[C:19]([C:10]3[CH:11]=[CH:12][C:13]([C:15]([F:18])([F:17])[F:16])=[CH:14][C:9]=3[OH:8])[CH:24]=2)=[O:28])[CH2:33]1, predict the reactants needed to synthesize it. The reactants are: C([O:8][C:9]1[CH:14]=[C:13]([C:15]([F:18])([F:17])[F:16])[CH:12]=[CH:11][C:10]=1[C:19]1[CH:24]=[C:23]([CH2:25][NH:26][C:27]([C@@H:29]2[CH2:33][C@@H:32]([F:34])[CH2:31][N:30]2[S:35]([C:38]2[CH:43]=[CH:42][C:41]([F:44])=[CH:40][CH:39]=2)(=[O:37])=[O:36])=[O:28])[CH:22]=[CH:21][N:20]=1)C1C=CC=CC=1. (6) Given the product [NH2:1][C:2]1[CH:7]=[CH:6][C:5]([O:8][C:17]2[CH:22]=[CH:21][N:20]=[C:19]([C:23]([NH:25][CH3:26])=[O:24])[CH:18]=2)=[CH:4][C:3]=1[F:9], predict the reactants needed to synthesize it. The reactants are: [NH2:1][C:2]1[CH:7]=[CH:6][C:5]([OH:8])=[CH:4][C:3]=1[F:9].CC(C)([O-])C.[K+].Cl[C:17]1[CH:22]=[CH:21][N:20]=[C:19]([C:23]([NH:25][CH3:26])=[O:24])[CH:18]=1. (7) The reactants are: [O:1]=[C:2]1[CH:11]=[CH:10][C:9]2[C:4](=[CH:5][CH:6]=[CH:7][CH:8]=2)[N:3]1[CH2:12][CH2:13][N:14]1[CH2:19][CH2:18][CH:17]([NH:20]C(=O)OC(C)(C)C)[CH2:16][CH2:15]1.Cl.O.Cl.O1CCOCC1. Given the product [NH2:20][CH:17]1[CH2:18][CH2:19][N:14]([CH2:13][CH2:12][N:3]2[C:4]3[C:9](=[CH:8][CH:7]=[CH:6][CH:5]=3)[CH:10]=[CH:11][C:2]2=[O:1])[CH2:15][CH2:16]1, predict the reactants needed to synthesize it. (8) The reactants are: [OH-:1].[K+].[Cl-].[CH2:4]([N+:11]1([CH3:17])[CH2:16][CH2:15][CH2:14][CH2:13][CH2:12]1)[C:5]1[CH:10]=[CH:9][CH:8]=[CH:7][CH:6]=1. Given the product [OH-:1].[CH2:4]([N+:11]1([CH3:17])[CH2:16][CH2:15][CH2:14][CH2:13][CH2:12]1)[C:5]1[CH:10]=[CH:9][CH:8]=[CH:7][CH:6]=1, predict the reactants needed to synthesize it. (9) Given the product [ClH:21].[NH2:37][CH:23]([CH2:22][C:14]1[CH:15]=[C:16]([Cl:21])[C:17]([O:19][CH3:20])=[C:18]2[C:13]=1[CH:12]=[N:11][N:10]2[S:7]([C:1]1[CH:6]=[CH:5][CH:4]=[CH:3][CH:2]=1)(=[O:8])=[O:9])[C:24]([NH:26][CH2:27][CH2:28][CH2:29][CH2:30][C:31]1[CH:36]=[CH:35][CH:34]=[CH:33][CH:32]=1)=[O:25], predict the reactants needed to synthesize it. The reactants are: [C:1]1([S:7]([N:10]2[C:18]3[C:13](=[C:14]([CH2:22][CH:23]([N:37]=C(C4C=CC=CC=4)C4C=CC=CC=4)[C:24]([NH:26][CH2:27][CH2:28][CH2:29][CH2:30][C:31]4[CH:36]=[CH:35][CH:34]=[CH:33][CH:32]=4)=[O:25])[CH:15]=[C:16]([Cl:21])[C:17]=3[O:19][CH3:20])[CH:12]=[N:11]2)(=[O:9])=[O:8])[CH:6]=[CH:5][CH:4]=[CH:3][CH:2]=1.Cl.